This data is from Catalyst prediction with 721,799 reactions and 888 catalyst types from USPTO. The task is: Predict which catalyst facilitates the given reaction. (1) Reactant: [NH2:1][C:2]1[CH:36]=[CH:35][CH:34]=[CH:33][C:3]=1[CH2:4][C:5]1[CH:10]=[CH:9][C:8]([N:11]2[S:15](=[O:17])(=[O:16])[N:14]([CH2:18][CH2:19][Si:20]([CH3:23])([CH3:22])[CH3:21])[C:13](=[O:24])[CH2:12]2)=[C:7]([O:25][CH2:26][C:27]2[CH:32]=[CH:31][CH:30]=[CH:29][CH:28]=2)[CH:6]=1.[C:37](Cl)(=[O:39])[CH3:38]. Product: [CH2:26]([O:25][C:7]1[CH:6]=[C:5]([CH:10]=[CH:9][C:8]=1[N:11]1[CH2:12][C:13](=[O:24])[N:14]([CH2:18][CH2:19][Si:20]([CH3:21])([CH3:22])[CH3:23])[S:15]1(=[O:16])=[O:17])[CH2:4][C:3]1[CH:33]=[CH:34][CH:35]=[CH:36][C:2]=1[NH:1][C:37](=[O:39])[CH3:38])[C:27]1[CH:32]=[CH:31][CH:30]=[CH:29][CH:28]=1. The catalyst class is: 436. (2) Reactant: [CH3:1][N:2]1[CH2:8][CH2:7][C:6]2[C:9]3[CH:15]=[CH:14][C:13]([N:16]4[CH:21]=[CH:20][C:19]([O:22][CH2:23][C:24]5[CH:25]=[N:26][C:27]([C:30]([F:33])([F:32])[F:31])=[CH:28][CH:29]=5)=[CH:18][C:17]4=[O:34])=[CH:12][C:10]=3[O:11][C:5]=2[CH2:4][CH2:3]1.[ClH:35].CCOCC. Product: [ClH:35].[CH3:1][N:2]1[CH2:8][CH2:7][C:6]2[C:9]3[CH:15]=[CH:14][C:13]([N:16]4[CH:21]=[CH:20][C:19]([O:22][CH2:23][C:24]5[CH:25]=[N:26][C:27]([C:30]([F:32])([F:33])[F:31])=[CH:28][CH:29]=5)=[CH:18][C:17]4=[O:34])=[CH:12][C:10]=3[O:11][C:5]=2[CH2:4][CH2:3]1. The catalyst class is: 5. (3) Reactant: [F:1][C:2]1[CH:7]=[CH:6][C:5]([S:8]([N:11]2[CH2:16][CH2:15][O:14][C:13]3[N:17]=[CH:18][C:19]([C:21](Cl)=[O:22])=[CH:20][C:12]2=3)(=[O:10])=[O:9])=[CH:4][CH:3]=1.O[NH:25][C:26](=[NH:32])[C:27]([O:29][CH2:30][CH3:31])=[O:28].CCN(C(C)C)C(C)C.CCCC[N+](CCCC)(CCCC)CCCC.[F-]. Product: [F:1][C:2]1[CH:7]=[CH:6][C:5]([S:8]([N:11]2[CH2:16][CH2:15][O:14][C:13]3[N:17]=[CH:18][C:19]([C:21]4[O:22][N:32]=[C:26]([C:27]([O:29][CH2:30][CH3:31])=[O:28])[N:25]=4)=[CH:20][C:12]2=3)(=[O:10])=[O:9])=[CH:4][CH:3]=1. The catalyst class is: 34. (4) Reactant: [NH:1]1[CH2:6][CH2:5][CH:4]([CH2:7][N:8]2[C:17]3[C:12](=[CH:13][C:14]([C:18]4[CH:19]=[N:20][N:21]([CH:23]5[CH2:28][CH2:27][CH2:26][CH2:25][O:24]5)[CH:22]=4)=[CH:15][CH:16]=3)[CH2:11][CH2:10][CH2:9]2)[CH2:3][CH2:2]1.C(N(CC)CC)C.[C:36](Cl)(=[O:45])[CH2:37][CH2:38][C:39]1[CH:44]=[CH:43][CH:42]=[CH:41][CH:40]=1.C(OCC)(=O)C.CCCCCC. Product: [C:39]1([CH2:38][CH2:37][C:36]([N:1]2[CH2:6][CH2:5][CH:4]([CH2:7][N:8]3[C:17]4[C:12](=[CH:13][C:14]([C:18]5[CH:19]=[N:20][N:21]([CH:23]6[CH2:28][CH2:27][CH2:26][CH2:25][O:24]6)[CH:22]=5)=[CH:15][CH:16]=4)[CH2:11][CH2:10][CH2:9]3)[CH2:3][CH2:2]2)=[O:45])[CH:44]=[CH:43][CH:42]=[CH:41][CH:40]=1. The catalyst class is: 4. (5) Reactant: [CH2:1]([O:3][C:4](=[O:35])[CH2:5][C@@H:6]([CH:33]=[CH2:34])[NH:7][C:8]([C@@H:10]1[CH2:15][CH2:14][CH2:13][N:12]([C:16](=[O:32])[CH2:17][CH2:18][CH:19]2[CH2:24][CH2:23][N:22]([C:25]([O:27][C:28]([CH3:31])([CH3:30])[CH3:29])=[O:26])[CH2:21][CH2:20]2)[CH2:11]1)=[O:9])[CH3:2]. Product: [CH2:1]([O:3][C:4](=[O:35])[CH2:5][C@H:6]([CH2:33][CH3:34])[NH:7][C:8]([C@@H:10]1[CH2:15][CH2:14][CH2:13][N:12]([C:16](=[O:32])[CH2:17][CH2:18][CH:19]2[CH2:20][CH2:21][N:22]([C:25]([O:27][C:28]([CH3:29])([CH3:31])[CH3:30])=[O:26])[CH2:23][CH2:24]2)[CH2:11]1)=[O:9])[CH3:2]. The catalyst class is: 856.